This data is from Forward reaction prediction with 1.9M reactions from USPTO patents (1976-2016). The task is: Predict the product of the given reaction. (1) Given the reactants [CH3:1][O:2][C:3]([C:5]1[S:6][C:7]([C:26]#[C:27][C:28]([CH3:31])([CH3:30])[CH3:29])=[CH:8][C:9]=1[N:10]1[C@H:15]([CH:16]2[CH2:21][CH2:20][CH2:19][CH2:18][CH2:17]2)[CH2:14][O:13][C@H:12]([CH2:22][CH:23]=[O:24])[C:11]1=[O:25])=[O:4].[CH3:32][Mg+].[Br-], predict the reaction product. The product is: [CH3:1][O:2][C:3]([C:5]1[S:6][C:7]([C:26]#[C:27][C:28]([CH3:31])([CH3:30])[CH3:29])=[CH:8][C:9]=1[N:10]1[C@H:15]([CH:16]2[CH2:21][CH2:20][CH2:19][CH2:18][CH2:17]2)[CH2:14][O:13][C@H:12]([CH2:22][C@H:23]([OH:24])[CH3:32])[C:11]1=[O:25])=[O:4].[CH3:1][O:2][C:3]([C:5]1[S:6][C:7]([C:26]#[C:27][C:28]([CH3:31])([CH3:30])[CH3:29])=[CH:8][C:9]=1[N:10]1[C@H:15]([CH:16]2[CH2:21][CH2:20][CH2:19][CH2:18][CH2:17]2)[CH2:14][O:13][C@H:12]([CH2:22][C@@H:23]([OH:24])[CH3:32])[C:11]1=[O:25])=[O:4]. (2) Given the reactants [F:1][C:2]([F:15])([F:14])[S:3]([O:6]S(C(F)(F)F)(=O)=O)(=[O:5])=[O:4].O[C:17]1[CH:18]=[C:19]2[C:24](=[CH:25][CH:26]=1)[CH:23]=[C:22]([C@:27]1([CH3:33])[CH2:31][O:30][C:29](=[O:32])[NH:28]1)[CH:21]=[CH:20]2.N1C=CC=CC=1.C(Cl)Cl, predict the reaction product. The product is: [F:1][C:2]([F:15])([F:14])[S:3]([O:6][C:17]1[CH:26]=[CH:25][C:24]2[C:19](=[CH:20][CH:21]=[C:22]([C@:27]3([CH3:33])[CH2:31][O:30][C:29](=[O:32])[NH:28]3)[CH:23]=2)[CH:18]=1)(=[O:5])=[O:4]. (3) Given the reactants [CH:1]([C:4]1[CH:9]=[CH:8][C:7]([S:10]([NH:13][C:14]2[CH:22]=[CH:21][CH:20]=[C:19]3[C:15]=2[CH2:16][CH:17]([CH2:23][NH:24][C:25](=O)[CH2:26][CH3:27])[CH2:18]3)(=[O:12])=[O:11])=[CH:6][CH:5]=1)([CH3:3])[CH3:2].Cl, predict the reaction product. The product is: [CH:1]([C:4]1[CH:5]=[CH:6][C:7]([S:10]([NH:13][C:14]2[CH:22]=[CH:21][CH:20]=[C:19]3[C:15]=2[CH2:16][CH:17]([CH2:23][NH:24][CH2:25][CH2:26][CH3:27])[CH2:18]3)(=[O:11])=[O:12])=[CH:8][CH:9]=1)([CH3:3])[CH3:2]. (4) The product is: [CH3:17][C:18]1[N:1]([C:2]2[CH:3]=[N:4][CH:5]=[CH:6][C:7]=2[C:8]([OH:10])=[O:9])[N:13]=[N:12][N:11]=1. Given the reactants [NH2:1][C:2]1[CH:3]=[N:4][CH:5]=[CH:6][C:7]=1[C:8]([OH:10])=[O:9].[N-:11]=[N+:12]=[N-:13].[Na+].CO.[C:17](OC(=O)C)(=O)[CH3:18], predict the reaction product. (5) Given the reactants Cl.[CH3:2][C:3]1([CH3:11])[CH2:7][NH:6][C@H:5]([C:8]([OH:10])=[O:9])[CH2:4]1.C=O.[CH3:14]CN(C(C)C)C(C)C, predict the reaction product. The product is: [CH3:14][N:6]1[CH2:7][C:3]([CH3:11])([CH3:2])[CH2:4][C@H:5]1[C:8]([OH:10])=[O:9].